Dataset: Catalyst prediction with 721,799 reactions and 888 catalyst types from USPTO. Task: Predict which catalyst facilitates the given reaction. (1) Reactant: [Cl:1][C:2]1[N:3]=[C:4]([C:9]([NH:11][C@H:12]2[CH2:17][CH2:16][N:15]([C:18](=O)C(F)(F)F)[CH2:14][C@H:13]2[O:24][CH2:25][CH:26]([F:28])[F:27])=[O:10])[NH:5][C:6]=1[CH2:7][CH3:8].[OH-].[Li+].Cl.C(N(C(C)C)CC)(C)C.BrC1[S:43][C:44]([C:47]([O:49][CH2:50][CH3:51])=[O:48])=[CH:45][N:46]=1. The catalyst class is: 5. Product: [Cl:1][C:2]1[N:3]=[C:4]([C:9]([NH:11][C@H:12]2[CH2:17][CH2:16][N:15]([C:18]3[S:43][C:44]([C:47]([O:49][CH2:50][CH3:51])=[O:48])=[CH:45][N:46]=3)[CH2:14][C@H:13]2[O:24][CH2:25][CH:26]([F:28])[F:27])=[O:10])[NH:5][C:6]=1[CH2:7][CH3:8]. (2) Reactant: [OH:1][C:2]1[C:3]([CH3:20])=[N:4][CH:5]=[C:6]([CH2:18][OH:19])[C:7]=1[CH2:8][NH:9][C:10]1[CH:17]=[CH:16][C:13]([C:14]#[N:15])=[CH:12][CH:11]=1.Br[CH2:22][C:23]1[CH:28]=[CH:27][C:26]([C:29]#[N:30])=[CH:25][CH:24]=1.C(=O)([O-])[O-].[K+].[K+]. Product: [C:29]([C:26]1[CH:27]=[CH:28][C:23]([CH2:22][O:1][C:2]2[C:3]([CH3:20])=[N:4][CH:5]=[C:6]([CH2:18][OH:19])[C:7]=2[CH2:8][NH:9][C:10]2[CH:17]=[CH:16][C:13]([C:14]#[N:15])=[CH:12][CH:11]=2)=[CH:24][CH:25]=1)#[N:30]. The catalyst class is: 3. (3) Reactant: [F:1][C:2](=[C:16]([F:18])[F:17])[CH2:3][CH2:4][S:5]([C:7]1[S:8][C:9]2[CH:14]=[CH:13][N:12]=[CH:11][C:10]=2[N:15]=1)=[O:6].ClC1C=CC=C(C(OO)=[O:27])C=1. Product: [F:1][C:2](=[C:16]([F:17])[F:18])[CH2:3][CH2:4][S:5]([C:7]1[S:8][C:9]2[CH:14]=[CH:13][N:12]=[CH:11][C:10]=2[N:15]=1)(=[O:27])=[O:6]. The catalyst class is: 2. (4) Reactant: C([O:3][C:4]([C:6]1([S:28]([C:31]2[CH:36]=[CH:35][C:34]([O:37][CH3:38])=[CH:33][CH:32]=2)(=[O:30])=[O:29])[CH2:11][CH2:10][N:9]([CH2:12][C:13]2[CH:18]=[CH:17][C:16]([O:19][CH2:20][CH2:21][N:22]3[CH2:27][CH2:26][CH2:25][CH2:24][CH2:23]3)=[CH:15][CH:14]=2)[CH2:8][CH2:7]1)=[O:5])C. Product: [CH3:38][O:37][C:34]1[CH:35]=[CH:36][C:31]([S:28]([C:6]2([C:4]([OH:5])=[O:3])[CH2:11][CH2:10][N:9]([CH2:12][C:13]3[CH:18]=[CH:17][C:16]([O:19][CH2:20][CH2:21][N:22]4[CH2:27][CH2:26][CH2:25][CH2:24][CH2:23]4)=[CH:15][CH:14]=3)[CH2:8][CH2:7]2)(=[O:29])=[O:30])=[CH:32][CH:33]=1. The catalyst class is: 702. (5) Reactant: [Cl:1][C:2]1[CH:7]=[CH:6][C:5]([O:8][CH3:9])=[C:4]([CH2:10]Cl)[CH:3]=1.[C-:12]#[N:13].[K+].C1OCCOCCOCCOCCOCCOC1. Product: [Cl:1][C:2]1[CH:7]=[CH:6][C:5]([O:8][CH3:9])=[C:4]([CH2:10][C:12]#[N:13])[CH:3]=1. The catalyst class is: 115. (6) Reactant: C(OC(=O)[N:7]([C:17]1[CH:22]=[CH:21][C:20]([C:23]([C:25]2[C:33]3[C:28](=[N:29][CH:30]=[C:31]([Cl:34])[CH:32]=3)[NH:27][CH:26]=2)=[O:24])=[CH:19][N:18]=1)[CH2:8][C:9]1[CH:10]=[N:11][C:12]([O:15][CH3:16])=[CH:13][CH:14]=1)(C)(C)C.FC(F)(F)C(O)=O.C(=O)([O-])[O-].[K+].[K+]. Product: [Cl:34][C:31]1[CH:32]=[C:33]2[C:25]([C:23]([C:20]3[CH:19]=[N:18][C:17]([NH:7][CH2:8][C:9]4[CH:10]=[N:11][C:12]([O:15][CH3:16])=[CH:13][CH:14]=4)=[CH:22][CH:21]=3)=[O:24])=[CH:26][NH:27][C:28]2=[N:29][CH:30]=1. The catalyst class is: 4. (7) Reactant: [C:1]([O:5][C:6]([NH:8][C@H:9]([CH2:22][C:23]1[CH:28]=[C:27]([F:29])[C:26]([F:30])=[CH:25][C:24]=1[F:31])[CH2:10][C:11]([N:13]1[CH2:17][CH2:16][S:15][CH:14]1[C:18]([O:20]C)=[O:19])=[O:12])=[O:7])([CH3:4])([CH3:3])[CH3:2].O[Li].O. Product: [C:1]([O:5][C:6]([NH:8][C@H:9]([CH2:22][C:23]1[CH:28]=[C:27]([F:29])[C:26]([F:30])=[CH:25][C:24]=1[F:31])[CH2:10][C:11]([N:13]1[CH2:17][CH2:16][S:15][CH:14]1[C:18]([OH:20])=[O:19])=[O:12])=[O:7])([CH3:4])([CH3:2])[CH3:3]. The catalyst class is: 193. (8) Reactant: [NH2:1][CH2:2][CH2:3][O:4][CH2:5][CH2:6][O:7][CH2:8][CH2:9][O:10][CH2:11][CH2:12][O:13][C:14]1[CH:15]=[C:16]([CH:24]2[O:28][CH2:27][CH2:26][O:25]2)[CH:17]=[C:18]([O:22][CH3:23])[C:19]=1[O:20][CH3:21].C(N(CC)CC)C.[C:36](O[C:36]([O:38][C:39]([CH3:42])([CH3:41])[CH3:40])=[O:37])([O:38][C:39]([CH3:42])([CH3:41])[CH3:40])=[O:37]. Product: [C:36]([NH:1][CH2:2][CH2:3][O:4][CH2:5][CH2:6][O:7][CH2:8][CH2:9][O:10][CH2:11][CH2:12][O:13][C:14]1[CH:15]=[C:16]([CH:24]2[O:25][CH2:26][CH2:27][O:28]2)[CH:17]=[C:18]([O:22][CH3:23])[C:19]=1[O:20][CH3:21])([O:38][C:39]([CH3:42])([CH3:41])[CH3:40])=[O:37]. The catalyst class is: 2. (9) Reactant: [N:1]([CH2:4][CH:5]1[CH2:9][CH2:8][CH2:7][N:6]1[CH2:10][C:11]1[CH:16]=[CH:15][CH:14]=[CH:13][CH:12]=1)=[N+]=[N-]. Product: [NH2:1][CH2:4][CH:5]1[CH2:9][CH2:8][CH2:7][N:6]1[CH2:10][C:11]1[CH:16]=[CH:15][CH:14]=[CH:13][CH:12]=1. The catalyst class is: 178. (10) Reactant: [CH:1]1([C:4]2[CH:5]=[C:6]([C:15]([OH:17])=O)[C:7]3[CH:12]=[N:11][N:10]([CH2:13][CH3:14])[C:8]=3[N:9]=2)[CH2:3][CH2:2]1.[NH2:18][CH2:19][C:20]1[C:21](=[O:28])[NH:22][C:23]([CH3:27])=[CH:24][C:25]=1[CH3:26].ON1C2N=CC=CC=2N=N1.C(Cl)CCl.CN1CCOCC1. Product: [CH:1]1([C:4]2[CH:5]=[C:6]([C:15]([NH:18][CH2:19][C:20]3[C:21](=[O:28])[NH:22][C:23]([CH3:27])=[CH:24][C:25]=3[CH3:26])=[O:17])[C:7]3[CH:12]=[N:11][N:10]([CH2:13][CH3:14])[C:8]=3[N:9]=2)[CH2:2][CH2:3]1. The catalyst class is: 16.